This data is from Reaction yield outcomes from USPTO patents with 853,638 reactions. The task is: Predict the reaction yield, written as a fraction of the theoretical maximum amount of product (1.0 means a 100% yield; for example, 0.34 means a 34% yield). (1) The reactants are Cl[C:2]([O:4][CH2:5][C:6]1[CH:11]=[CH:10][CH:9]=[CH:8][CH:7]=1)=[O:3].[NH2:12][C:13]1[CH:14]=[N:15][CH:16]=[CH:17][C:18]=1[Cl:19].N1C=CC=CC=1. The catalyst is C1COCC1. The product is [Cl:19][C:18]1[CH:17]=[CH:16][N:15]=[CH:14][C:13]=1[NH:12][C:2](=[O:3])[O:4][CH2:5][C:6]1[CH:11]=[CH:10][CH:9]=[CH:8][CH:7]=1. The yield is 0.340. (2) The reactants are [ClH:1].[Br:2][C:3]1[CH:4]=[C:5]2[C:9](=[CH:10][CH:11]=1)[NH:8][N:7]=[C:6]2[C:12]([NH:14][CH2:15][CH:16]1[CH2:21][CH2:20][N:19](C(OC(C)(C)C)=O)[CH2:18][CH2:17]1)=[O:13]. The catalyst is CCOCC.CO. The product is [ClH:1].[Br:2][C:3]1[CH:4]=[C:5]2[C:9](=[CH:10][CH:11]=1)[NH:8][N:7]=[C:6]2[C:12]([NH:14][CH2:15][CH:16]1[CH2:17][CH2:18][NH:19][CH2:20][CH2:21]1)=[O:13]. The yield is 0.760. (3) The yield is 0.630. The product is [Br:8][C:9]1[CH:14]=[CH:13][C:12]([C:1](=[O:7])[CH2:2][CH2:3][C:4]([OH:6])=[O:5])=[C:11]([CH3:15])[CH:10]=1. The reactants are [C:1]1(=[O:7])[O:6][C:4](=[O:5])[CH2:3][CH2:2]1.[Br:8][C:9]1[CH:10]=[C:11]([CH3:15])[CH:12]=[CH:13][CH:14]=1.[Al+3].[Cl-].[Cl-].[Cl-].Cl. The catalyst is C(Cl)Cl. (4) The reactants are [C:1]([NH:4][NH2:5])(N)=[NH:2].Cl.[CH:7]1([C:10]2[C:19]3[C:14](=[CH:15][CH:16]=[CH:17][CH:18]=3)[C:13]([N:20]=[C:21]=[S:22])=[CH:12][CH:11]=2)[CH2:9][CH2:8]1.C(N(C(C)C)CC)(C)C. The catalyst is CN(C=O)C. The product is [NH2:2][C:1]1[N:20]([C:13]2[C:14]3[C:19](=[CH:18][CH:17]=[CH:16][CH:15]=3)[C:10]([CH:7]3[CH2:9][CH2:8]3)=[CH:11][CH:12]=2)[C:21]([SH:22])=[N:5][N:4]=1. The yield is 0.490. (5) The reactants are [C:1]1([CH:7]([N:19]2[CH2:24][CH2:23][CH2:22][CH2:21][CH2:20]2)[C:8]([O:10][C@@H:11]2[CH:16]3[CH2:17][CH2:18][N:13]([CH2:14][CH2:15]3)[CH2:12]2)=[O:9])[CH:6]=[CH:5][CH:4]=[CH:3][CH:2]=1.[Br:25][CH2:26][C:27]([C:29]1[S:30][CH:31]=[CH:32][N:33]=1)=[O:28]. The catalyst is C(OCC)(=O)C. The product is [Br-:25].[O:28]=[C:27]([C:29]1[S:30][CH:31]=[CH:32][N:33]=1)[CH2:26][N+:13]12[CH2:18][CH2:17][CH:16]([CH2:15][CH2:14]1)[C@@H:11]([O:10][C:8](=[O:9])[CH:7]([C:1]1[CH:6]=[CH:5][CH:4]=[CH:3][CH:2]=1)[N:19]1[CH2:24][CH2:23][CH2:22][CH2:21][CH2:20]1)[CH2:12]2. The yield is 0.640. (6) The reactants are [OH:1][C:2]1[C:9]([CH3:10])=[CH:8][C:7]([CH3:11])=[CH:6][C:3]=1[CH:4]=O.[C:12]([O:16][C:17](=[O:38])[CH2:18]P(C1C=CC=CC=1)(C1C=CC=CC=1)C1C=CC=CC=1)([CH3:15])([CH3:14])[CH3:13].C1CCN2C(=NCCC2)CC1. The catalyst is C1COCC1. The product is [OH:1][C:2]1[C:9]([CH3:10])=[CH:8][C:7]([CH3:11])=[CH:6][C:3]=1/[CH:4]=[CH:18]/[C:17]([O:16][C:12]([CH3:15])([CH3:14])[CH3:13])=[O:38]. The yield is 0.730. (7) The reactants are [I:1][C:2]1[CH:9]=[CH:8][CH:7]=[CH:6][C:3]=1[CH2:4]O.C1C=CC(P([N:24]=[N+:25]=[N-:26])(C2C=CC=CC=2)=O)=CC=1.C1CCN2C(=NCCC2)CC1. The catalyst is C1(C)C=CC=CC=1.Cl.CCOCC. The product is [N:24]([CH2:4][C:3]1[CH:6]=[CH:7][CH:8]=[CH:9][C:2]=1[I:1])=[N+:25]=[N-:26]. The yield is 0.930. (8) The reactants are CS(C)=O.C(Cl)(=O)C(Cl)=O.[F:11][C:12]1[CH:20]=[CH:19][C:18]2[C:14](=[CH:15][N:16]([CH3:21])[N:17]=2)[C:13]=1[CH2:22][OH:23].C(N(CC)CC)C. The catalyst is ClCCl. The product is [F:11][C:12]1[CH:20]=[CH:19][C:18]2[C:14](=[CH:15][N:16]([CH3:21])[N:17]=2)[C:13]=1[CH:22]=[O:23]. The yield is 0.950. (9) The reactants are Cl[C:2]1[N:7]=[CH:6][C:5]([C:8]([O:10][CH3:11])=[O:9])=[CH:4][N:3]=1.[CH2:12]([N:14]1[CH2:20][CH2:19][CH2:18][NH:17][CH2:16][CH2:15]1)[CH3:13].C(N(C(C)C)C(C)C)C. The catalyst is ClCCl. The product is [CH2:12]([N:14]1[CH2:20][CH2:19][CH2:18][N:17]([C:2]2[N:7]=[CH:6][C:5]([C:8]([O:10][CH3:11])=[O:9])=[CH:4][N:3]=2)[CH2:16][CH2:15]1)[CH3:13]. The yield is 0.870.